Dataset: Full USPTO retrosynthesis dataset with 1.9M reactions from patents (1976-2016). Task: Predict the reactants needed to synthesize the given product. (1) Given the product [CH3:9][O:8][C:6](=[O:7])[C:5]1[CH:4]=[CH:3][C:2]([S:1][CH2:35][CH:34]([C:33]2[N:25]([C:22]3[CH:23]=[CH:24][C:19]([Cl:18])=[CH:20][CH:21]=3)[N:26]=[C:27]3[C:32]=2[CH2:31][CH2:30][CH2:29][CH2:28]3)[CH:41]2[CH2:46][CH2:45][CH2:44][CH2:43][CH2:42]2)=[CH:11][CH:10]=1, predict the reactants needed to synthesize it. The reactants are: [SH:1][C:2]1[CH:11]=[CH:10][C:5]([C:6]([O:8][CH3:9])=[O:7])=[CH:4][CH:3]=1.C([O-])([O-])=O.[K+].[K+].[Cl:18][C:19]1[CH:24]=[CH:23][C:22]([N:25]2[C:33]([CH:34]([CH:41]3[CH2:46][CH2:45][CH2:44][CH2:43][CH2:42]3)[CH2:35]OS(C)(=O)=O)=[C:32]3[C:27]([CH2:28][CH2:29][CH2:30][CH2:31]3)=[N:26]2)=[CH:21][CH:20]=1. (2) Given the product [N+:26]([C:21]1[CH:22]=[CH:23][CH:24]=[CH:25][C:20]=1[S:17]([N:16]([CH2:12][CH2:13][CH:14]1[CH2:15][O:9]1)[C:29]1[CH:34]=[CH:33][CH:32]=[CH:31][CH:30]=1)(=[O:19])=[O:18])([O-:28])=[O:27], predict the reactants needed to synthesize it. The reactants are: C1C=C(Cl)C=C(C(OO)=[O:9])C=1.[CH2:12]([N:16]([C:29]1[CH:34]=[CH:33][CH:32]=[CH:31][CH:30]=1)[S:17]([C:20]1[CH:25]=[CH:24][CH:23]=[CH:22][C:21]=1[N+:26]([O-:28])=[O:27])(=[O:19])=[O:18])[CH2:13][CH:14]=[CH2:15].